This data is from Full USPTO retrosynthesis dataset with 1.9M reactions from patents (1976-2016). The task is: Predict the reactants needed to synthesize the given product. (1) Given the product [CH2:33]([NH:1][C:2]1[CH:7]=[CH:6][C:5]([CH2:8][N:9]([C:24]2[CH:25]=[CH:26][C:27]([CH:30]([CH3:32])[CH3:31])=[CH:28][CH:29]=2)[C:10]([CH:12]2[C:21]3[C:16](=[CH:17][CH:18]=[C:19]([O:22][CH3:23])[CH:20]=3)[CH2:15][CH2:14][CH2:13]2)=[O:11])=[CH:4][CH:3]=1)[C:34]1[CH:39]=[CH:38][CH:37]=[CH:36][CH:35]=1, predict the reactants needed to synthesize it. The reactants are: [NH2:1][C:2]1[CH:7]=[CH:6][C:5]([CH2:8][N:9]([C:24]2[CH:29]=[CH:28][C:27]([CH:30]([CH3:32])[CH3:31])=[CH:26][CH:25]=2)[C:10]([CH:12]2[C:21]3[C:16](=[CH:17][CH:18]=[C:19]([O:22][CH3:23])[CH:20]=3)[CH2:15][CH2:14][CH2:13]2)=[O:11])=[CH:4][CH:3]=1.[CH2:33](Br)[C:34]1[CH:39]=[CH:38][CH:37]=[CH:36][CH:35]=1. (2) Given the product [Cl:21][C:22]1[N:27]=[C:26]([CH:18]([CH:10]2[N:9]([CH2:7][CH3:8])[C:13]3[CH:14]=[CH:15][CH:16]=[CH:17][C:12]=3[NH:11]2)[C:19]#[N:20])[C:25]([CH3:29])=[CH:24][N:23]=1, predict the reactants needed to synthesize it. The reactants are: C(=O)([O-])[O-].[Cs+].[Cs+].[CH2:7]([N:9]1[C:13]2[CH:14]=[CH:15][CH:16]=[CH:17][C:12]=2[NH:11][CH:10]1[CH2:18][C:19]#[N:20])[CH3:8].[Cl:21][C:22]1[N:27]=[C:26](Cl)[C:25]([CH3:29])=[CH:24][N:23]=1.O. (3) The reactants are: Br[C:2]1[CH:3]=[C:4]([C:9]2[CH:21]=[CH:20][C:12]3[NH:13][C:14](=[O:19])[O:15][C:16]([CH3:18])([CH3:17])[C:11]=3[CH:10]=2)[CH:5]=[C:6]([F:8])[CH:7]=1.[CH3:22][N:23](C=O)C. Given the product [CH3:17][C:16]1([CH3:18])[O:15][C:14](=[O:19])[NH:13][C:12]2[CH:20]=[CH:21][C:9]([C:4]3[CH:3]=[C:2]([CH:7]=[C:6]([F:8])[CH:5]=3)[C:22]#[N:23])=[CH:10][C:11]1=2, predict the reactants needed to synthesize it. (4) Given the product [C:1]1([C:7]2[CH2:8][O:9][C:10]3[C:15]([C:16]=2[C:17]2[CH:18]=[CH:19][C:20]([CH:23]=[CH:24][C:25]([NH:37][S:34]([C:28]4[CH:33]=[CH:32][CH:31]=[CH:30][CH:29]=4)(=[O:36])=[O:35])=[O:26])=[CH:21][CH:22]=2)=[CH:14][CH:13]=[CH:12][CH:11]=3)[CH:2]=[CH:3][CH:4]=[CH:5][CH:6]=1, predict the reactants needed to synthesize it. The reactants are: [C:1]1([C:7]2[CH2:8][O:9][C:10]3[C:15]([C:16]=2[C:17]2[CH:22]=[CH:21][C:20]([CH:23]=[CH:24][C:25](O)=[O:26])=[CH:19][CH:18]=2)=[CH:14][CH:13]=[CH:12][CH:11]=3)[CH:6]=[CH:5][CH:4]=[CH:3][CH:2]=1.[C:28]1([S:34]([NH2:37])(=[O:36])=[O:35])[CH:33]=[CH:32][CH:31]=[CH:30][CH:29]=1. (5) Given the product [ClH:23].[F:22][CH:2]([F:1])[C:3]1[CH:4]=[C:5]2[C:10](=[CH:11][CH:12]=1)[CH:9]=[C:8]([C:24]1[CH:25]=[C:26]([CH2:30][N:31]3[CH:35]=[CH:34][N:33]=[C:32]3[CH3:36])[N:27]=[N:28][CH:29]=1)[CH:7]=[CH:6]2, predict the reactants needed to synthesize it. The reactants are: [F:1][CH:2]([F:22])[C:3]1[CH:4]=[C:5]2[C:10](=[CH:11][CH:12]=1)[CH:9]=[C:8](B1OC(C)(C)C(C)(C)O1)[CH:7]=[CH:6]2.[Cl:23][C:24]1[CH:25]=[C:26]([CH2:30][N:31]2[CH:35]=[CH:34][N:33]=[C:32]2[CH3:36])[N:27]=[N:28][CH:29]=1. (6) Given the product [CH2:36]([NH:7][CH2:8][C:9]1[C:14]([CH3:15])=[C:13]([C:16]2[CH:17]=[C:18]3[C:22](=[CH:23][CH:24]=2)[NH:21][N:20]=[C:19]3[C:31]2[NH:35][CH:34]=[CH:33][N:32]=2)[CH:12]=[N:11][CH:10]=1)[CH3:37], predict the reactants needed to synthesize it. The reactants are: C(OC(=O)[N:7]([CH2:36][CH3:37])[CH2:8][C:9]1[CH:10]=[N:11][CH:12]=[C:13]([C:16]2[CH:17]=[C:18]3[C:22](=[CH:23][CH:24]=2)[N:21](C2CCCCO2)[N:20]=[C:19]3[C:31]2[NH:32][CH:33]=[CH:34][N:35]=2)[C:14]=1[CH3:15])(C)(C)C.FC(F)(F)C(O)=O.C([SiH](CC)CC)C.[OH-].[Na+]. (7) Given the product [CH2:1]([O:3][C:4](=[O:14])[C:5]1[CH:10]=[CH:9][C:8]([O:11][CH3:12])=[C:7]([O:13][CH2:18][CH2:17][C:16]([F:25])([F:24])[F:15])[CH:6]=1)[CH3:2], predict the reactants needed to synthesize it. The reactants are: [CH2:1]([O:3][C:4](=[O:14])[C:5]1[CH:10]=[CH:9][C:8]([O:11][CH3:12])=[C:7]([OH:13])[CH:6]=1)[CH3:2].[F:15][C:16]([F:25])([F:24])[CH2:17][CH2:18]OS(C)(=O)=O.C([O-])([O-])=O.[K+].[K+].